Dataset: Forward reaction prediction with 1.9M reactions from USPTO patents (1976-2016). Task: Predict the product of the given reaction. (1) The product is: [CH3:1][N:2]1[C:7](=[O:8])[CH:6]=[C:5]([C:9]2[CH:14]=[CH:13][N:12]=[CH:11][N:10]=2)[N:4]=[C:3]1[O:15][CH:16]1[CH2:21][CH2:20][CH2:19][N:18]([C:23]2[CH:28]=[CH:27][CH:26]=[CH:25][CH:24]=2)[CH2:17]1. Given the reactants [CH3:1][N:2]1[C:7](=[O:8])[CH:6]=[C:5]([C:9]2[CH:14]=[CH:13][N:12]=[CH:11][N:10]=2)[N:4]=[C:3]1[O:15][CH:16]1[CH2:21][CH2:20][CH2:19][NH:18][CH2:17]1.Br[C:23]1[CH:28]=[CH:27][CH:26]=[CH:25][CH:24]=1.C1(P(C2CCCCC2)C2C=CC=CC=2C2C(OC)=CC=CC=2OC)CCCCC1.[O-]P([O-])([O-])=O.[K+].[K+].[K+], predict the reaction product. (2) Given the reactants F[C:2]1[CH:7]=[CH:6][CH:5]=[CH:4][C:3]=1[N+:8]([O-:10])=[O:9].[NH2:11][C:12]1[CH:20]=[CH:19][CH:18]=[CH:17][C:13]=1[C:14]([OH:16])=[O:15].C([O-])([O-])=O.[Na+].[Na+].O, predict the reaction product. The product is: [N+:8]([C:3]1[CH:4]=[CH:5][CH:6]=[CH:7][C:2]=1[NH:11][C:12]1[CH:20]=[CH:19][CH:18]=[CH:17][C:13]=1[C:14]([OH:16])=[O:15])([O-:10])=[O:9]. (3) Given the reactants [C:1]([BH3-])#[N:2].[Na+].[CH3:5][N:6]([CH2:49][CH:50]=O)[C:7](=[O:48])[C:8]1[CH:47]=[CH:46][CH:45]=[C:10]([C:11]([NH:13][C:14]2[CH:19]=[CH:18][C:17]([N:20]3[CH2:25][CH2:24][CH2:23][CH2:22][CH2:21]3)=[CH:16][C:15]=2[C:26]2[CH:31]=[C:30]([C:32](=[O:44])[NH:33][C@@H:34]3[C:43]4[C:38](=[CH:39][CH:40]=[CH:41][CH:42]=4)[CH2:37][CH2:36][CH2:35]3)[CH:29]=[CH:28][N:27]=2)=[O:12])[CH:9]=1.CN[CH2:54][CH2:55][O:56][CH2:57][CH2:58][O:59][CH2:60][CH2:61][O:62][CH2:63][CH2:64][O:65][CH2:66][CH2:67][O:68][CH2:69][CH2:70][O:71][CH2:72][CH2:73][O:74][CH3:75].C(O)(=O)C, predict the reaction product. The product is: [CH3:5][N:6]([CH2:49][CH2:50][N:2]([CH3:1])[CH2:54][CH2:55][O:56][CH2:57][CH2:58][O:59][CH2:60][CH2:61][O:62][CH2:63][CH2:64][O:65][CH2:66][CH2:67][O:68][CH2:69][CH2:70][O:71][CH2:72][CH2:73][O:74][CH3:75])[C:7](=[O:48])[C:8]1[CH:47]=[CH:46][CH:45]=[C:10]([C:11]([NH:13][C:14]2[CH:19]=[CH:18][C:17]([N:20]3[CH2:21][CH2:22][CH2:23][CH2:24][CH2:25]3)=[CH:16][C:15]=2[C:26]2[CH:31]=[C:30]([C:32](=[O:44])[NH:33][C@@H:34]3[C:43]4[C:38](=[CH:39][CH:40]=[CH:41][CH:42]=4)[CH2:37][CH2:36][CH2:35]3)[CH:29]=[CH:28][N:27]=2)=[O:12])[CH:9]=1.